Dataset: Reaction yield outcomes from USPTO patents with 853,638 reactions. Task: Predict the reaction yield, written as a fraction of the theoretical maximum amount of product (1.0 means a 100% yield; for example, 0.34 means a 34% yield). (1) The reactants are [CH3:1][O:2][C:3]([C:5]1[CH:6]=[C:7]2[C:11](=[CH:12][CH:13]=1)[N:10]([CH3:14])[CH:9]=[CH:8]2)=[O:4].[N+:15]([C:18]1[CH:25]=[CH:24][C:21]([CH2:22]Br)=[CH:20][CH:19]=1)([O-:17])=[O:16].O1CCOCC1. The catalyst is CCOCC.C(OCC)(=O)C. The product is [CH3:1][O:2][C:3]([C:5]1[CH:6]=[C:7]2[C:11](=[CH:12][CH:13]=1)[N:10]([CH3:14])[CH:9]=[C:8]2[CH2:22][C:21]1[CH:24]=[CH:25][C:18]([N+:15]([O-:17])=[O:16])=[CH:19][CH:20]=1)=[O:4]. The yield is 0.580. (2) The reactants are CS([C:5]1[O:6][C:7]([C:10]2[CH:15]=[CH:14][CH:13]=[CH:12][CH:11]=2)=[N:8][N:9]=1)(=O)=O.[NH:16]1[CH2:21][CH2:20][CH:19]([C:22]([O:24][CH3:25])=[O:23])[CH2:18][CH2:17]1. The catalyst is CCO. The product is [C:10]1([C:7]2[O:6][C:5]([N:16]3[CH2:21][CH2:20][CH:19]([C:22]([O:24][CH3:25])=[O:23])[CH2:18][CH2:17]3)=[N:9][N:8]=2)[CH:15]=[CH:14][CH:13]=[CH:12][CH:11]=1. The yield is 0.200. (3) The reactants are Cl.Cl.[Cl:3][C:4]1[C:12]2[NH:11][N:10]=[CH:9][C:8]=2[C:7]2[CH2:13][N:14]([CH2:23][C:24]3[CH:29]=[CH:28][N:27]=[CH:26][CH:25]=3)[C:15](=[O:22])[C@H:16]([CH2:18][C:19](O)=[O:20])[CH2:17][C:6]=2[CH:5]=1.Cl.[F:31][C:32]1[CH:33]=[CH:34][CH:35]=[C:36]2[C:41]=1[NH:40][C:39](=[O:42])[N:38]([CH:43]1[CH2:48][CH2:47][NH:46][CH2:45][CH2:44]1)[CH2:37]2.ClC1C2NN=CC=2C2CN(CC(C)(C)C)C(=O)[C@H](CC(=O)N3CCC(N4CC5C(=CC=CC=5)NC4=O)CC3)CC=2C=1. No catalyst specified. The product is [Cl:3][C:4]1[C:12]2[NH:11][N:10]=[CH:9][C:8]=2[C:7]2[CH2:13][N:14]([CH2:23][C:24]3[CH:25]=[CH:26][N:27]=[CH:28][CH:29]=3)[C:15](=[O:22])[C@H:16]([CH2:18][C:19]([N:46]3[CH2:45][CH2:44][CH:43]([N:38]4[CH2:37][C:36]5[C:41](=[C:32]([F:31])[CH:33]=[CH:34][CH:35]=5)[NH:40][C:39]4=[O:42])[CH2:48][CH2:47]3)=[O:20])[CH2:17][C:6]=2[CH:5]=1. The yield is 0.160. (4) The reactants are Cl[C:2]1[CH:7]=[C:6]([O:8][CH3:9])[N:5]=[CH:4][C:3]=1[C:10]1[N:11]([CH2:24][CH2:25][OH:26])[CH:12]=[C:13]([C:15]2[N:16]([CH:21]([CH3:23])[CH3:22])[N:17]=[C:18]([CH3:20])[N:19]=2)[N:14]=1.[H-].[Na+].O. The catalyst is CN(C=O)C. The product is [CH:21]([N:16]1[C:15]([C:13]2[N:14]=[C:10]3[N:11]([CH2:24][CH2:25][O:26][C:2]4[CH:7]=[C:6]([O:8][CH3:9])[N:5]=[CH:4][C:3]=43)[CH:12]=2)=[N:19][C:18]([CH3:20])=[N:17]1)([CH3:23])[CH3:22]. The yield is 0.500. (5) The reactants are [Br:1][C:2]1[N:7]=[C:6]([NH:8][CH2:9][CH2:10][C:11]([OH:13])=O)[CH:5]=[CH:4][CH:3]=1.CS(O)(=O)=O.O=P12OP3(OP(OP(O3)(O1)=O)(=O)O2)=O.[OH-].[Na+]. No catalyst specified. The product is [Br:1][C:2]1[N:7]=[C:6]2[C:5]([C:11](=[O:13])[CH2:10][CH2:9][NH:8]2)=[CH:4][CH:3]=1. The yield is 0.340. (6) The reactants are CC(OC([NH:8][C@H:9]([C:11]([NH:13][C@@H:14]([CH2:20][CH2:21][C:22]1[CH:27]=[CH:26][CH:25]=[CH:24][CH:23]=1)/[CH:15]=[CH:16]/[C:17]([OH:19])=O)=[O:12])[CH3:10])=O)(C)C.CN(C([O:35]N1N=NC2C=CC=NC1=2)=[N+](C)C)C.F[P-](F)(F)(F)(F)F.CCN(C(C)C)C(C)C.[F:61][C:62]([F:71])([F:70])[C:63]1[CH:64]=[C:65]([CH:67]=[CH:68][CH:69]=1)[NH2:66].CN([CH:75]=[O:76])C. No catalyst specified. The product is [F:61][C:62]([F:71])([F:70])[C:75]([OH:76])=[O:35].[NH2:8][C@H:9]([C:11]([NH:13][C@@H:14]([CH2:20][CH2:21][C:22]1[CH:23]=[CH:24][CH:25]=[CH:26][CH:27]=1)/[CH:15]=[CH:16]/[C:17]([NH:66][C:65]1[CH:67]=[CH:68][CH:69]=[C:63]([C:62]([F:61])([F:70])[F:71])[CH:64]=1)=[O:19])=[O:12])[CH3:10]. The yield is 0.0500. (7) The reactants are C[O:2][C:3](=[O:17])[C:4]1[C:9]([C:10]2[N:15]=[CH:14][CH:13]=[CH:12][N:11]=2)=[CH:8][CH:7]=[CH:6][C:5]=1[F:16].[OH-].[Na+]. No catalyst specified. The product is [F:16][C:5]1[CH:6]=[CH:7][CH:8]=[C:9]([C:10]2[N:11]=[CH:12][CH:13]=[CH:14][N:15]=2)[C:4]=1[C:3]([OH:17])=[O:2]. The yield is 0.880. (8) The reactants are [F:1][C:2]1([F:34])[O:6][C:5]2[CH:7]=[CH:8][C:9]([C:11]3([C:14]([NH:16][C:17]4[N:22]=[C:21]([C:23]5[CH:24]=[N:25][C:26]([O:30]C)=[C:27]([CH3:29])[CH:28]=5)[C:20]([CH3:32])=[C:19]([CH3:33])[CH:18]=4)=[O:15])[CH2:13][CH2:12]3)=[CH:10][C:4]=2[O:3]1.[Si](I)(C)(C)C.CO.C(OCC)(=O)C. The catalyst is CC#N. The product is [F:34][C:2]1([F:1])[O:6][C:5]2[CH:7]=[CH:8][C:9]([C:11]3([C:14]([NH:16][C:17]4[CH:18]=[C:19]([CH3:33])[C:20]([CH3:32])=[C:21]([C:23]5[CH:28]=[C:27]([CH3:29])[C:26](=[O:30])[NH:25][CH:24]=5)[N:22]=4)=[O:15])[CH2:13][CH2:12]3)=[CH:10][C:4]=2[O:3]1. The yield is 0.860. (9) The reactants are [CH3:1][C:2]([O:5][C:6]([NH:8][CH:9]1[CH2:15][CH2:14][C:12](=O)[CH2:11][CH2:10]1)=[O:7])([CH3:4])[CH3:3].[NH2:16][C:17]1[CH:22]=[CH:21][CH:20]=[CH:19][C:18]=1[OH:23].CC(O)=O.C(O[BH-](OC(=O)C)OC(=O)C)(=O)C.[Na+].C(=O)([O-])[O-].[Na+].[Na+]. The catalyst is C(Cl)Cl.CO. The product is [C:2]([O:5][C:6](=[O:7])[NH:8][CH:9]1[CH2:15][CH2:14][CH:12]([NH:16][C:17]2[CH:22]=[CH:21][CH:20]=[CH:19][C:18]=2[OH:23])[CH2:11][CH2:10]1)([CH3:4])([CH3:3])[CH3:1]. The yield is 1.16.